From a dataset of Forward reaction prediction with 1.9M reactions from USPTO patents (1976-2016). Predict the product of the given reaction. Given the reactants O[C:2]1[C:11]2[C:6](=[N:7][CH:8]=[CH:9][CH:10]=2)[N:5]([C:12]2[CH:17]=[CH:16][CH:15]=[CH:14][CH:13]=2)[C:4](=[O:18])[C:3]=1[C:19](=O)[CH2:20][CH2:21][C:22]1[CH:27]=[CH:26][CH:25]=[CH:24][C:23]=1[C:28]#[N:29].O.[NH2:32][NH2:33], predict the reaction product. The product is: [C:28]([C:23]1[CH:24]=[CH:25][CH:26]=[CH:27][C:22]=1[CH2:21][CH2:20][C:19]1[C:3]2[C:4](=[O:18])[N:5]([C:12]3[CH:17]=[CH:16][CH:15]=[CH:14][CH:13]=3)[C:6]3[N:7]=[CH:8][CH:9]=[CH:10][C:11]=3[C:2]=2[NH:33][N:32]=1)#[N:29].